This data is from Catalyst prediction with 721,799 reactions and 888 catalyst types from USPTO. The task is: Predict which catalyst facilitates the given reaction. (1) Reactant: [NH2:1][C:2]1[N:10]=[CH:9][CH:8]=[CH:7][C:3]=1[C:4]([OH:6])=O.[F:11][C:12]1[CH:19]=[CH:18][CH:17]=[C:16]([F:20])[C:13]=1[CH2:14][NH2:15].CN([P+](ON1N=NC2C=CC=CC1=2)(N(C)C)N(C)C)C.F[P-](F)(F)(F)(F)F.C(N(CC)CC)C. Product: [F:11][C:12]1[CH:19]=[CH:18][CH:17]=[C:16]([F:20])[C:13]=1[CH2:14][NH:15][C:4](=[O:6])[C:3]1[CH:7]=[CH:8][CH:9]=[N:10][C:2]=1[NH2:1]. The catalyst class is: 136. (2) Reactant: [CH3:1][O:2][C:3]1[CH:26]=[CH:25][C:6]2[C:7]([C:18]#[C:19][CH2:20][CH2:21][CH2:22][CH2:23][OH:24])=[C:8]([C:12]3[CH:13]=[N:14][CH:15]=[CH:16][CH:17]=3)[CH2:9][CH2:10][CH2:11][C:5]=2[CH:4]=1. Product: [CH3:1][O:2][C:3]1[CH:26]=[CH:25][C:6]2[C:7]([CH2:18][CH2:19][CH2:20][CH2:21][CH2:22][CH2:23][OH:24])=[C:8]([C:12]3[CH:13]=[N:14][CH:15]=[CH:16][CH:17]=3)[CH2:9][CH2:10][CH2:11][C:5]=2[CH:4]=1. The catalyst class is: 304. (3) Reactant: [CH3:1][CH:2]([CH3:30])[CH2:3][N:4]([CH2:9][C@H:10]1[CH2:15][N:14](C(OC(C)(C)C)=O)[CH2:13][CH2:12][N:11]1C(OC(C)(C)C)=O)[S:5]([CH3:8])(=[O:7])=[O:6].[ClH:31]. Product: [ClH:31].[ClH:31].[CH3:1][CH:2]([CH3:30])[CH2:3][N:4]([CH2:9][C@H:10]1[CH2:15][NH:14][CH2:13][CH2:12][NH:11]1)[S:5]([CH3:8])(=[O:6])=[O:7]. The catalyst class is: 25. (4) Reactant: [CH:1](NC(C)C)(C)C.C([Li])CCCCC.[N:15]1([C:26]([O:28][C:29]([CH3:32])([CH3:31])[CH3:30])=[O:27])[CH2:20][CH2:19][CH:18]([C:21]([O:23][CH2:24][CH3:25])=[O:22])[CH2:17][CH2:16]1.CI. Product: [CH3:1][C:18]1([C:21]([O:23][CH2:24][CH3:25])=[O:22])[CH2:17][CH2:16][N:15]([C:26]([O:28][C:29]([CH3:31])([CH3:30])[CH3:32])=[O:27])[CH2:20][CH2:19]1. The catalyst class is: 7. (5) Reactant: CC(OI1(OC(C)=O)(OC(C)=O)OC(=O)C2C=CC=CC1=2)=O.[OH:23][CH:24]([C:36]1[CH:41]=[CH:40][N:39]=[C:38]([C:42]([F:45])([F:44])[F:43])[CH:37]=1)[CH:25]1[CH2:28][N:27]([C:29]([O:31][C:32]([CH3:35])([CH3:34])[CH3:33])=[O:30])[CH2:26]1.C([O-])(O)=O.[Na+].[O-]S([O-])(=S)=O.[Na+].[Na+]. Product: [F:45][C:42]([F:43])([F:44])[C:38]1[CH:37]=[C:36]([CH:41]=[CH:40][N:39]=1)[C:24]([CH:25]1[CH2:26][N:27]([C:29]([O:31][C:32]([CH3:35])([CH3:34])[CH3:33])=[O:30])[CH2:28]1)=[O:23]. The catalyst class is: 2. (6) Reactant: [Br:1][C:2]1[CH:3]=[CH:4][C:5]([NH:12][C:13](=[O:24])[CH2:14][O:15][C:16]2[CH:21]=[CH:20][C:19]([C:22]#[N:23])=[CH:18][CH:17]=2)=[C:6]([CH:11]=1)[C:7](OC)=[O:8].C[Si]([N-][Si](C)(C)C)(C)C.[K+].C(=O)=O.CC(C)=O. Product: [Br:1][C:2]1[CH:11]=[C:6]2[C:5](=[CH:4][CH:3]=1)[NH:12][C:13](=[O:24])[C:14]([O:15][C:16]1[CH:21]=[CH:20][C:19]([C:22]#[N:23])=[CH:18][CH:17]=1)=[C:7]2[OH:8]. The catalyst class is: 1. (7) Reactant: [N+:1]([C:4]1[CH:9]=[CH:8][C:7]([S:10]([NH:13][CH:14]([CH2:20][CH:21]=[C:22]2[CH2:27][CH2:26][O:25][CH2:24][CH2:23]2)[C:15]([O:17][CH2:18][CH3:19])=[O:16])(=[O:12])=[O:11])=[CH:6][CH:5]=1)([O-:3])=[O:2].FC(F)(F)S(O)(=O)=O. Product: [N+:1]([C:4]1[CH:9]=[CH:8][C:7]([S:10]([N:13]2[C:22]3([CH2:27][CH2:26][O:25][CH2:24][CH2:23]3)[CH2:21][CH2:20][CH:14]2[C:15]([O:17][CH2:18][CH3:19])=[O:16])(=[O:11])=[O:12])=[CH:6][CH:5]=1)([O-:3])=[O:2]. The catalyst class is: 452.